This data is from CYP2C19 inhibition data for predicting drug metabolism from PubChem BioAssay. The task is: Regression/Classification. Given a drug SMILES string, predict its absorption, distribution, metabolism, or excretion properties. Task type varies by dataset: regression for continuous measurements (e.g., permeability, clearance, half-life) or binary classification for categorical outcomes (e.g., BBB penetration, CYP inhibition). Dataset: cyp2c19_veith. (1) The compound is CCn1c(SCC(=O)c2ccc3ccccc3c2)nnc1-c1cccs1. The result is 1 (inhibitor). (2) The compound is COc1ccc(NC(=O)N2CCC3(CC2)CCN(C(=O)c2cccn2C)CC3)cc1. The result is 0 (non-inhibitor).